From a dataset of Reaction yield outcomes from USPTO patents with 853,638 reactions. Predict the reaction yield, written as a fraction of the theoretical maximum amount of product (1.0 means a 100% yield; for example, 0.34 means a 34% yield). (1) The reactants are [C:1]([O:5][C:6]([N:8]1[CH2:12][CH2:11][CH:10]([CH2:13][CH2:14][C:15]2[CH:20]=[CH:19][C:18]([NH2:21])=[CH:17][CH:16]=2)[CH2:9]1)=[O:7])([CH3:4])([CH3:3])[CH3:2].CN1CCOCC1.CN(C(ON1N=NC2C=CC=CC1=2)=[N+](C)C)C.[B-](F)(F)(F)F.[Cl:51][C:52]1[CH:60]=[CH:59][C:55]([C:56](O)=[O:57])=[CH:54][CH:53]=1. The catalyst is C1COCC1. The product is [C:1]([O:5][C:6]([N:8]1[CH2:12][CH2:11][CH:10]([CH2:13][CH2:14][C:15]2[CH:20]=[CH:19][C:18]([NH:21][C:56](=[O:57])[C:55]3[CH:59]=[CH:60][C:52]([Cl:51])=[CH:53][CH:54]=3)=[CH:17][CH:16]=2)[CH2:9]1)=[O:7])([CH3:4])([CH3:2])[CH3:3]. The yield is 0.890. (2) The reactants are [NH2:1][C:2]1[CH:28]=[CH:27][C:5]([O:6][C:7]2[CH:12]=[CH:11][N:10]=[C:9]([NH:13][C:14]([N:16]3[CH2:21][CH2:20][N:19]([CH:22]4[CH2:25][N:24]([CH3:26])[CH2:23]4)[CH2:18][CH2:17]3)=[O:15])[CH:8]=2)=[C:4]([F:29])[CH:3]=1.[C:30]1([CH2:36][C:37]([N:39]=[C:40]=[O:41])=[O:38])[CH:35]=[CH:34][CH:33]=[CH:32][CH:31]=1.C(OCC)C. The catalyst is O1CCCC1.CCCCCC. The product is [F:29][C:4]1[CH:3]=[C:2]([NH:1][C:40]([NH:39][C:37](=[O:38])[CH2:36][C:30]2[CH:31]=[CH:32][CH:33]=[CH:34][CH:35]=2)=[O:41])[CH:28]=[CH:27][C:5]=1[O:6][C:7]1[CH:12]=[CH:11][N:10]=[C:9]([NH:13][C:14]([N:16]2[CH2:17][CH2:18][N:19]([CH:22]3[CH2:23][N:24]([CH3:26])[CH2:25]3)[CH2:20][CH2:21]2)=[O:15])[CH:8]=1. The yield is 0.230. (3) The reactants are Br[C:2]1[CH:11]=[C:10]2[C:5]([CH:6]=[C:7]([NH2:12])[N:8]=[CH:9]2)=[CH:4][CH:3]=1.[CH3:13][C:14]1[CH:19]=[CH:18][N:17]=[CH:16][C:15]=1B(O)O.C(=O)([O-])[O-].[Cs+].[Cs+].COCCOC.O. The catalyst is ClCCl.CC(P(C(C)(C)C)C1C=CC(N(C)C)=CC=1)(C)C.CC(P(C(C)(C)C)C1C=CC(N(C)C)=CC=1)(C)C.Cl[Pd]Cl. The product is [CH3:13][C:14]1[CH:19]=[CH:18][N:17]=[CH:16][C:15]=1[C:2]1[CH:11]=[C:10]2[C:5]([CH:6]=[C:7]([NH2:12])[N:8]=[CH:9]2)=[CH:4][CH:3]=1. The yield is 0.420. (4) The reactants are [CH2:1]([Si](C)(C)C)[C:2](=[CH2:4])[CH3:3].[CH2:9]([O:16][C@@H:17]1[C@@H:22]([O:23][CH2:24]C2C=CC=CC=2)[C@H:21]([O:31][CH2:32][C:33]2[CH:38]=[CH:37][CH:36]=[CH:35][CH:34]=2)[C@@H:20]([CH2:39][O:40][CH2:41][C:42]2[CH:47]=[CH:46][CH:45]=[CH:44][CH:43]=2)[O:19][C@:18]1([C:49]1[CH:54]=[C:53]([CH2:55][C:56]2[CH:61]=[CH:60][C:59]([CH2:62][CH3:63])=[CH:58][CH:57]=2)[C:52]([Cl:64])=[CH:51][C:50]=1[O:65][CH3:66])O)C1C=CC=CC=1. The catalyst is C(Cl)Cl. The product is [CH2:9]([O:16][C@@H:17]1[C@@H:22]([O:23][CH2:24][C:42]2[CH:47]=[CH:46][CH:45]=[CH:44][CH:43]=2)[C@H:21]([O:31][CH2:32][C:33]2[CH:34]=[CH:35][CH:36]=[CH:37][CH:38]=2)[C@@H:20]([CH2:39][O:40][CH2:41][C:42]2[CH:43]=[CH:44][CH:45]=[CH:46][CH:47]=2)[O:19][C@:18]1([C:49]1[CH:54]=[C:53]([CH2:55][C:56]2[CH:61]=[CH:60][C:59]([CH2:62][CH3:63])=[CH:58][CH:57]=2)[C:52]([Cl:64])=[CH:51][C:50]=1[O:65][CH3:66])[CH2:1][C:2]([CH3:3])=[CH2:4])[C:33]1[CH:38]=[CH:37][CH:36]=[CH:35][CH:34]=1. The yield is 0.520. (5) The reactants are Br[C:2]1[CH:3]=[C:4]2[C:9](=[CH:10][C:11]=1[F:12])[O:8][CH2:7][CH2:6][CH:5]2[C:13]([O:15][CH3:16])=[O:14].[CH3:17][N:18]1CCCC1=O. No catalyst specified. The product is [C:17]([C:2]1[CH:3]=[C:4]2[C:9](=[CH:10][C:11]=1[F:12])[O:8][CH2:7][CH2:6][CH:5]2[C:13]([O:15][CH3:16])=[O:14])#[N:18]. The yield is 0.770.